From a dataset of Full USPTO retrosynthesis dataset with 1.9M reactions from patents (1976-2016). Predict the reactants needed to synthesize the given product. (1) Given the product [N+:15]([C:14]1[CH:13]=[CH:12][C:11]([CH2:18][C:19]([OH:21])=[O:20])=[CH:10][C:9]=1[CH2:4][C:3]([OH:27])=[O:2])([O-:17])=[O:16], predict the reactants needed to synthesize it. The reactants are: C[O:2][C:3](=[O:27])[CH:4]([C:9]1[CH:10]=[C:11]([CH:18](C(OC)=O)[C:19]([O:21]C)=[O:20])[CH:12]=[CH:13][C:14]=1[N+:15]([O-:17])=[O:16])C(OC)=O.[OH-].[Na+].Cl. (2) Given the product [OH:4][C:5]1[CH:10]=[CH:9][C:8]([C:11]2[C:12]3[CH:19]=[C:18]([CH2:20][O:23][C:24]4[CH:25]=[CH:26][C:27]([C@@H:30]([C:36]#[C:37][CH3:38])[CH2:31][C:32]([O:34][CH3:35])=[O:33])=[CH:28][CH:29]=4)[CH:17]=[CH:16][C:13]=3[S:14][CH:15]=2)=[C:7]([CH3:22])[CH:6]=1, predict the reactants needed to synthesize it. The reactants are: COC[O:4][C:5]1[CH:10]=[CH:9][C:8]([C:11]2[C:12]3[CH:19]=[C:18]([CH2:20]O)[CH:17]=[CH:16][C:13]=3[S:14][CH:15]=2)=[C:7]([CH3:22])[CH:6]=1.[OH:23][C:24]1[CH:29]=[CH:28][C:27]([C@@H:30]([C:36]#[C:37][CH3:38])[CH2:31][C:32]([O:34][CH3:35])=[O:33])=[CH:26][CH:25]=1.C1C=CC(P(C2C=CC=CC=2)C2C=CC=CC=2)=CC=1.C1C=CC(COC(/N=N/C(OCC2C=CC=CC=2)=O)=O)=CC=1.